This data is from Forward reaction prediction with 1.9M reactions from USPTO patents (1976-2016). The task is: Predict the product of the given reaction. Given the reactants [CH2:1]([O:3][C:4]([N:6]1[CH2:11][CH2:10][CH:9]([NH2:12])[CH2:8][CH2:7]1)=[O:5])[CH3:2].Cl[C:14]1[CH:19]=[C:18]([Cl:20])[CH:17]=[CH:16][C:15]=1[N+:21]([O-:23])=[O:22].C(=O)([O-])[O-].[Na+].[Na+], predict the reaction product. The product is: [Cl:20][C:18]1[CH:17]=[CH:16][C:15]([N+:21]([O-:23])=[O:22])=[C:14]([NH:12][CH:9]2[CH2:8][CH2:7][N:6]([C:4]([O:3][CH2:1][CH3:2])=[O:5])[CH2:11][CH2:10]2)[CH:19]=1.